From a dataset of Forward reaction prediction with 1.9M reactions from USPTO patents (1976-2016). Predict the product of the given reaction. (1) Given the reactants C(N(CC)C(C)C)(C)C.[Cl:10][C:11]1[CH:33]=[CH:32][C:14]([CH2:15][NH:16][C:17]([C:19]2[C:20](=[O:31])[C:21]3[CH:28]=[C:27]([CH2:29]Cl)[O:26][C:22]=3[N:23]([CH3:25])[CH:24]=2)=[O:18])=[CH:13][CH:12]=1.[CH3:34][C:35]1[CH:36]=[C:37]([CH:41]([OH:45])[CH2:42][NH:43][CH3:44])[O:38][C:39]=1[CH3:40].O, predict the reaction product. The product is: [Cl:10][C:11]1[CH:33]=[CH:32][C:14]([CH2:15][NH:16][C:17]([C:19]2[C:20](=[O:31])[C:21]3[CH:28]=[C:27]([CH2:29][N:43]([CH2:42][CH:41]([C:37]4[O:38][C:39]([CH3:40])=[C:35]([CH3:34])[CH:36]=4)[OH:45])[CH3:44])[O:26][C:22]=3[N:23]([CH3:25])[CH:24]=2)=[O:18])=[CH:13][CH:12]=1. (2) The product is: [S:1]1[C:5]2[CH:6]=[CH:7][CH:8]=[CH:9][C:4]=2[C:3]([CH2:10][CH2:11][O:12][S:19]([C:16]2[CH:17]=[CH:18][C:13]([CH3:23])=[CH:14][CH:15]=2)(=[O:21])=[O:20])=[CH:2]1. Given the reactants [S:1]1[C:5]2[CH:6]=[CH:7][CH:8]=[CH:9][C:4]=2[C:3]([CH2:10][CH2:11][OH:12])=[CH:2]1.[C:13]1([CH3:23])[CH:18]=[CH:17][C:16]([S:19](Cl)(=[O:21])=[O:20])=[CH:15][CH:14]=1.C(N(CC)CC)C, predict the reaction product. (3) Given the reactants C(O[C:6]([NH:8][C:9]1[CH:17]=[CH:16][C:15]([C:18]([F:21])([F:20])[F:19])=[CH:14][C:10]=1[C:11]([OH:13])=[O:12])=[O:7])(C)(C)C.C([O-])([O-])=O.[K+].[K+].[CH2:28](Br)[CH:29]=[CH2:30].CCOC(C)=O.C[N:39](C=O)C, predict the reaction product. The product is: [CH:29]([NH:39][C:6](=[O:7])[NH:8][C:9]1[CH:17]=[CH:16][C:15]([C:18]([F:19])([F:20])[F:21])=[CH:14][C:10]=1[C:11]([OH:13])=[O:12])([CH3:30])[CH3:28]. (4) Given the reactants [CH3:1][CH2:2][CH2:3][CH2:4][CH2:5][N:6]([CH2:8][CH2:9][C:10]([P:16]([OH:19])([OH:18])=[O:17])([P:12]([OH:15])([OH:14])=[O:13])[OH:11])[CH3:7].O.O.C([O-])(=O)CC(CC([O-])=O)(C([O-])=O)O.[Na+:35].[Na+].[Na+], predict the reaction product. The product is: [CH3:1][CH2:2][CH2:3][CH2:4][CH2:5][N:6]([CH2:8][CH2:9][C:10]([P:16]([O-:19])([OH:18])=[O:17])([P:12]([OH:15])([OH:14])=[O:13])[OH:11])[CH3:7].[Na+:35]. (5) Given the reactants O.[O:2]=[CH:3][C@@H:4]([C@@H:6]([C@H:8]([C@H:10]([CH3:12])[OH:11])[OH:9])[OH:7])[OH:5].[CH3:13]O, predict the reaction product. The product is: [O:2]([CH3:13])[C@@H:3]1[O:11][C@@H:10]([CH3:12])[C@H:8]([OH:9])[C@@H:6]([OH:7])[C@H:4]1[OH:5].[O:2]([CH3:13])[C@H:3]1[O:11][C@@H:10]([CH3:12])[C@H:8]([OH:9])[C@@H:6]([OH:7])[C@H:4]1[OH:5]. (6) The product is: [C:13]1([C:35]2[CH:36]=[CH:37][CH:38]=[CH:39][CH:40]=2)[CH:14]=[CH:15][C:16]([CH2:19][C@@H:20]([NH:24][C:23]([O:34][C:42]([CH3:47])([CH3:43])[CH3:41])=[O:59])[CH2:21][C:22](=[CH2:1])[C:50]([OH:58])=[O:51])=[CH:17][CH:18]=1. Given the reactants [CH2:1]([Li])CCC.C(NC(C)C)(C)C.[C:13]1([C:35]2[CH:40]=[CH:39][CH:38]=[CH:37][CH:36]=2)[CH:18]=[CH:17][C:16]([CH2:19][C@H:20]2[N:24](CC3C=CC(OC)=CC=3)[C:23](=[O:34])[CH2:22][CH2:21]2)=[CH:15][CH:14]=1.[C:41](Cl)(=O)[C:42]1[CH:47]=CC=C[CH:43]=1.[CH2:50]=[O:51].C([O-])([O-])=O.[K+].[K+].[OH2:58].[OH-:59].[Li+].P(=O)(O)(O)O, predict the reaction product. (7) Given the reactants O=[C:2]1[CH2:7][N:6]([C:8]([O:10][C:11]([CH3:14])([CH3:13])[CH3:12])=[O:9])[CH:5]([C:15]([O:17][CH3:18])=[O:16])[CH2:4][CH:3]1C(OCC)=O.O=C1C(C(OCC)=O)CN(C(OC(C)(C)C)=O)C(C(OC)=O)C1.[OH:47][C:48]1C2CC(C(OC)=O)N(C(OC(C)(C)C)=O)CC=2[NH:50][N:49]=1, predict the reaction product. The product is: [OH:47][C:48]1[C:2]2[CH2:7][N:6]([C:8]([O:10][C:11]([CH3:12])([CH3:13])[CH3:14])=[O:9])[CH:5]([C:15]([O:17][CH3:18])=[O:16])[CH2:4][C:3]=2[NH:50][N:49]=1.